From a dataset of Forward reaction prediction with 1.9M reactions from USPTO patents (1976-2016). Predict the product of the given reaction. (1) Given the reactants [NH2:1][C:2]1[C:3]([C:25]#[N:26])=[C:4]([CH:22]=[CH:23][CH:24]=1)[O:5][CH2:6][C:7]([CH3:21])([CH3:20])[C:8]([NH:10][CH2:11][C:12]1[CH:17]=[CH:16][CH:15]=[C:14]([O:18][CH3:19])[CH:13]=1)=[O:9].O=[C:28]([CH3:35])[CH2:29][C:30]([O:32][CH2:33][CH3:34])=[O:31], predict the reaction product. The product is: [CH2:33]([O:32][C:30]([C:29]1[C:28]([CH3:35])=[N:1][C:2]2[C:3]([C:25]=1[NH2:26])=[C:4]([O:5][CH2:6][C:7]([CH3:21])([CH3:20])[C:8]([NH:10][CH2:11][C:12]1[CH:17]=[CH:16][CH:15]=[C:14]([O:18][CH3:19])[CH:13]=1)=[O:9])[CH:22]=[CH:23][CH:24]=2)=[O:31])[CH3:34]. (2) Given the reactants [F:1][C:2]([F:8])([F:7])[C:3]([F:6])([F:5])I.[C:9]([O:12][CH2:13][C:14]1[CH:19]=[CH:18][C:17]([CH:20]=[CH2:21])=[CH:16][CH:15]=1)(=[O:11])[CH3:10].C([SnH](CCCC)CCCC)CCC, predict the reaction product. The product is: [C:9]([O:12][CH2:13][C:14]1[CH:15]=[CH:16][C:17]([CH2:20][CH2:21][C:3]([F:6])([F:5])[C:2]([F:8])([F:7])[F:1])=[CH:18][CH:19]=1)(=[O:11])[CH3:10].